This data is from Full USPTO retrosynthesis dataset with 1.9M reactions from patents (1976-2016). The task is: Predict the reactants needed to synthesize the given product. (1) Given the product [C:16]1([C:19]2[CH:20]=[CH:21][CH:22]=[CH:23][CH:24]=2)[CH:15]=[CH:14][C:13]([CH2:12][N:9]2[C:10](=[O:11])[C:5]([C:3]([NH:30][C@@H:31]([CH3:32])[C:33]([OH:35])=[O:34])=[O:4])=[C:6]([OH:29])[C:7]3=[CH:27][C:26]([Cl:28])=[CH:25][N:8]23)=[CH:18][CH:17]=1, predict the reactants needed to synthesize it. The reactants are: CO[C:3]([C:5]1[C:10](=[O:11])[N:9]([CH2:12][C:13]2[CH:18]=[CH:17][C:16]([C:19]3[CH:24]=[CH:23][CH:22]=[CH:21][CH:20]=3)=[CH:15][CH:14]=2)[N:8]2[CH:25]=[C:26]([Cl:28])[CH:27]=[C:7]2[C:6]=1[OH:29])=[O:4].[NH2:30][C@H:31]([C:33]([OH:35])=[O:34])[CH3:32].C[O-].[Na+]. (2) Given the product [C:1]([C:5]1[CH:6]=[CH:7][C:8]([C:11]2[O:15][C:14]([C:16]3[CH:25]=[CH:24][C:19]([C:20]([OH:22])=[O:21])=[CH:18][C:17]=3[N+:26]([O-:28])=[O:27])=[N:13][N:12]=2)=[CH:9][CH:10]=1)([CH3:4])([CH3:2])[CH3:3], predict the reactants needed to synthesize it. The reactants are: [C:1]([C:5]1[CH:10]=[CH:9][C:8]([C:11]2[O:15][C:14]([C:16]3[CH:25]=[CH:24][C:19]([C:20]([O:22]C)=[O:21])=[CH:18][C:17]=3[N+:26]([O-:28])=[O:27])=[N:13][N:12]=2)=[CH:7][CH:6]=1)([CH3:4])([CH3:3])[CH3:2].[OH-].[Na+].Cl. (3) Given the product [CH2:30]([O:29][NH:28][C:26]([CH:16]1[C:15]2[C:10](=[CH:11][CH:12]=[CH:13][CH:14]=2)[C:9](=[O:37])[N:8]([CH:3]2[CH2:4][CH2:5][CH2:6][CH2:7][CH:2]2[NH:1][S:45]([CH3:44])(=[O:47])=[O:46])[CH:17]1[C:18]1[CH:23]=[CH:22][C:21]([Cl:24])=[CH:20][C:19]=1[Cl:25])=[O:27])[C:31]1[CH:32]=[CH:33][CH:34]=[CH:35][CH:36]=1, predict the reactants needed to synthesize it. The reactants are: [NH2:1][CH:2]1[CH2:7][CH2:6][CH2:5][CH2:4][CH:3]1[N:8]1[CH:17]([C:18]2[CH:23]=[CH:22][C:21]([Cl:24])=[CH:20][C:19]=2[Cl:25])[CH:16]([C:26]([NH:28][O:29][CH2:30][C:31]2[CH:36]=[CH:35][CH:34]=[CH:33][CH:32]=2)=[O:27])[C:15]2[C:10](=[CH:11][CH:12]=[CH:13][CH:14]=2)[C:9]1=[O:37].N1C=CC=CC=1.[CH3:44][S:45](Cl)(=[O:47])=[O:46].C(OCC)(=O)C. (4) Given the product [F:10][C:9]([F:11])([F:12])[C@@:8]([CH2:13][NH:14][CH2:15][C:16]1[CH:21]=[CH:20][CH:19]=[CH:18][CH:17]=1)([OH:22])[CH2:7][OH:6], predict the reactants needed to synthesize it. The reactants are: C([O:6][CH2:7][C@@:8]([OH:22])([CH2:13][NH:14][CH2:15][C:16]1[CH:21]=[CH:20][CH:19]=[CH:18][CH:17]=1)[C:9]([F:12])([F:11])[F:10])(=O)CCC.C(O)C. (5) Given the product [CH2:27]([N:12]([C:3]1[C:2]([Cl:1])=[CH:7][C:6]([C:8]([F:11])([F:9])[F:10])=[CH:5][N:4]=1)[S:13]([C:16]1[CH:17]=[C:18]([CH:23]=[CH:24][CH:25]=1)[C:19]([O:21][CH3:22])=[O:20])(=[O:15])=[O:14])[C:28]1[CH:33]=[CH:32][CH:31]=[CH:30][CH:29]=1, predict the reactants needed to synthesize it. The reactants are: [Cl:1][C:2]1[C:3]([NH:12][S:13]([C:16]2[CH:17]=[C:18]([CH:23]=[CH:24][CH:25]=2)[C:19]([O:21][CH3:22])=[O:20])(=[O:15])=[O:14])=[N:4][CH:5]=[C:6]([C:8]([F:11])([F:10])[F:9])[CH:7]=1.Br[CH2:27][C:28]1[CH:33]=[CH:32][CH:31]=[CH:30][CH:29]=1. (6) Given the product [CH2:6]1[C@@H:5]2[CH2:10][CH:1]3[O:13][C:2](=[O:11])[CH:3]([CH2:4]2)[CH2:9][C@@H:7]1[CH2:8]3, predict the reactants needed to synthesize it. The reactants are: [CH:1]12[CH2:10][CH:5]3[CH2:6][CH:7]([CH2:9][CH:3]([CH2:4]3)[C:2]1=[O:11])[CH2:8]2.C([O-])([O-])=[O:13].C([O-])([O-])=O.OO.OO.OO.[Na+].[Na+].[Na+].[Na+].C([O-])(O[O-])=O.[Na+].[Na+].O. (7) Given the product [F:25][C:3]1[C:4]([N:9]([CH2:16][C:17]2[CH:18]=[CH:19][C:20]([O:23][CH3:24])=[CH:21][CH:22]=2)[S:10]([CH2:13][CH2:14][CH3:15])(=[O:12])=[O:11])=[CH:5][CH:6]=[C:7]([F:8])[C:2]=1[NH:1][C:49]([C:46]1[S:47][N:48]=[C:41]2[C:40]([NH:39][CH2:37][CH3:38])=[N:45][CH:44]=[N:43][C:42]=12)=[O:50], predict the reactants needed to synthesize it. The reactants are: [NH2:1][C:2]1[C:3]([F:25])=[C:4]([N:9]([CH2:16][C:17]2[CH:22]=[CH:21][C:20]([O:23][CH3:24])=[CH:19][CH:18]=2)[S:10]([CH2:13][CH2:14][CH3:15])(=[O:12])=[O:11])[CH:5]=[CH:6][C:7]=1[F:8].C1(C)C=CC=CC=1.C[Al](C)C.[CH2:37]([NH:39][C:40]1[C:41]2[C:42](=[C:46]([C:49](OCC)=[O:50])[S:47][N:48]=2)[N:43]=[CH:44][N:45]=1)[CH3:38]. (8) Given the product [F:1][C:2]([F:36])([F:35])[C:3]1[CH:4]=[C:5]([C:13]([CH3:34])([CH3:33])[C:14]([N:16]([C:18]2[CH:19]=[N:20][C:21]([S:37][CH2:38][CH2:39][OH:40])=[CH:22][C:23]=2[C:24]2[CH:29]=[CH:28][C:27]([F:30])=[CH:26][C:25]=2[CH3:31])[CH3:17])=[O:15])[CH:6]=[C:7]([C:9]([F:12])([F:11])[F:10])[CH:8]=1, predict the reactants needed to synthesize it. The reactants are: [F:1][C:2]([F:36])([F:35])[C:3]1[CH:4]=[C:5]([C:13]([CH3:34])([CH3:33])[C:14]([N:16]([C:18]2[CH:19]=[N:20][C:21](Cl)=[CH:22][C:23]=2[C:24]2[CH:29]=[CH:28][C:27]([F:30])=[CH:26][C:25]=2[CH3:31])[CH3:17])=[O:15])[CH:6]=[C:7]([C:9]([F:12])([F:11])[F:10])[CH:8]=1.[SH:37][CH2:38][CH2:39][OH:40].C(=O)([O-])[O-].[K+].[K+]. (9) Given the product [Si:3]([O:10][CH2:11][CH2:12][O:13][C:14]1[CH:15]=[C:16]([F:24])[C:17]([CH2:20][OH:21])=[N:18][CH:19]=1)([C:6]([CH3:9])([CH3:8])[CH3:7])([CH3:5])[CH3:4], predict the reactants needed to synthesize it. The reactants are: [BH4-].[Na+].[Si:3]([O:10][CH2:11][CH2:12][O:13][C:14]1[CH:15]=[C:16]([F:24])[C:17]([C:20](OC)=[O:21])=[N:18][CH:19]=1)([C:6]([CH3:9])([CH3:8])[CH3:7])([CH3:5])[CH3:4].